This data is from SARS-CoV-2 main protease (3CLPro) crystallographic fragment screen with 879 compounds. The task is: Binary Classification. Given a drug SMILES string, predict its activity (active/inactive) in a high-throughput screening assay against a specified biological target. (1) The molecule is CC(=O)N[C@@H](CC(C)C)C(=O)NCC#CBr. The result is 0 (inactive). (2) The compound is O=C(CCl)N1CCN(S(=O)(=O)c2c(F)cccc2F)CC1. The result is 1 (active). (3) The drug is Cc1csc(NCC2CCCO2)n1. The result is 0 (inactive). (4) The result is 0 (inactive). The drug is Cc1nnc(NC(=O)N2CCOCC2)s1. (5) The compound is COc1ccc(C(=O)Nc2ccccc2F)cc1. The result is 0 (inactive). (6) The result is 0 (inactive). The molecule is CS(=O)(=O)N1CCC(O)CC1. (7) The drug is O=C(NCc1nc2ccccc2[nH]1)c1ccco1. The result is 0 (inactive).